Dataset: Catalyst prediction with 721,799 reactions and 888 catalyst types from USPTO. Task: Predict which catalyst facilitates the given reaction. Reactant: Br[CH:2]1[CH2:8][O:7][C:6]2[CH:9]=[CH:10][C:11]([I:13])=[CH:12][C:5]=2[N:4]2[N:14]=[C:15]([C:17]([O:19][CH2:20][CH3:21])=[O:18])[CH:16]=[C:3]12.CC(C)=[O:24]. Product: [OH:24][CH:2]1[CH2:8][O:7][C:6]2[CH:9]=[CH:10][C:11]([I:13])=[CH:12][C:5]=2[N:4]2[N:14]=[C:15]([C:17]([O:19][CH2:20][CH3:21])=[O:18])[CH:16]=[C:3]12. The catalyst class is: 716.